From a dataset of Catalyst prediction with 721,799 reactions and 888 catalyst types from USPTO. Predict which catalyst facilitates the given reaction. (1) Reactant: [NH2:1][C:2]1[CH:7]=[CH:6][CH:5]=[CH:4][C:3]=1[NH:8][C:9]1[C:10]([CH3:19])=[C:11]([CH:16]=[CH:17][CH:18]=1)[C:12]([O:14][CH3:15])=[O:13].[O:20]1[CH2:24][CH2:23][CH2:22][C@H:21]1[C:25](O)=[O:26].Cl.CN(C)CCCN=C=NCC.ON1C2C=CC=CC=2N=N1. Product: [CH3:19][C:10]1[C:9]([NH:8][C:3]2[CH:4]=[CH:5][CH:6]=[CH:7][C:2]=2[NH:1][C:25]([C@@H:21]2[CH2:22][CH2:23][CH2:24][O:20]2)=[O:26])=[CH:18][CH:17]=[CH:16][C:11]=1[C:12]([O:14][CH3:15])=[O:13]. The catalyst class is: 35. (2) Reactant: [Br:1][C:2]1C=CC(C(O)=O)=C[N:3]=1.F[C:12]1[CH:18]=[CH:17][C:15]([NH2:16])=C[CH:13]=1.CC[O:21]C1N(C(OCC)=O)C2C(=CC=CC=2)C=C1. Product: [Br:1][C:2]1[N:3]=[CH:13][CH:12]=[CH:18][C:17]=1[C:15]([NH2:16])=[O:21]. The catalyst class is: 3. (3) Reactant: [Cl:1][C:2]1[CH:7]=[CH:6][CH:5]=[C:4]([Cl:8])[C:3]=1[NH:9][C:10]1[NH:22][C:21]2[C:16]3[N:17]=[C:18]([CH3:20])[O:19][C:15]=3[C:14]([C:23]([OH:25])=O)=[CH:13][C:12]=2[N:11]=1.S(Cl)(Cl)=O.[CH:30]1([CH2:36][NH2:37])[CH2:35][CH2:34][CH2:33][CH2:32][CH2:31]1.CCN(C(C)C)C(C)C. Product: [CH:30]1([CH2:36][NH:37][C:23]([C:14]2[C:15]3[O:19][C:18]([CH3:20])=[N:17][C:16]=3[C:21]3[NH:22][C:10]([NH:9][C:3]4[C:2]([Cl:1])=[CH:7][CH:6]=[CH:5][C:4]=4[Cl:8])=[N:11][C:12]=3[CH:13]=2)=[O:25])[CH2:35][CH2:34][CH2:33][CH2:32][CH2:31]1. The catalyst class is: 1. (4) Reactant: C1(C2C=CC=CC=2)C=CC=CC=1.Cl[C:14]1[C:15](=[O:38])[C:16](=[O:37])[C:17]=1[NH:18][C:19]1[CH:24]=[CH:23][C:22]([Cl:25])=[C:21]([S:26]([N:29]2[CH2:34][CH2:33][N:32]([CH3:35])[CH2:31][CH2:30]2)(=[O:28])=[O:27])[C:20]=1[OH:36].[Cl:39][C:40]1[CH:46]=[CH:45][CH:44]=[CH:43][C:41]=1[NH2:42]. Product: [Cl:25][C:22]1[CH:23]=[CH:24][C:19]([NH:18][C:17]2[C:16](=[O:37])[C:15](=[O:38])[C:14]=2[NH:42][C:41]2[CH:43]=[CH:44][CH:45]=[CH:46][C:40]=2[Cl:39])=[C:20]([OH:36])[C:21]=1[S:26]([N:29]1[CH2:34][CH2:33][N:32]([CH3:35])[CH2:31][CH2:30]1)(=[O:27])=[O:28]. The catalyst class is: 3.